Predict the product of the given reaction. From a dataset of Forward reaction prediction with 1.9M reactions from USPTO patents (1976-2016). (1) Given the reactants Cl[C:2]1[N:7]=[C:6]([C:8]([F:11])([F:10])[F:9])[CH:5]=[CH:4][N:3]=1.[CH:12]1([CH2:15][NH2:16])[CH2:14][CH2:13]1, predict the reaction product. The product is: [CH:12]1([CH2:15][NH:16][C:2]2[N:7]=[C:6]([C:8]([F:11])([F:10])[F:9])[CH:5]=[CH:4][N:3]=2)[CH2:14][CH2:13]1. (2) Given the reactants Br[C:2]1[CH:3]=[C:4]([CH:28]=[CH:29][CH:30]=1)[CH2:5][N:6]1[C:10]([CH3:11])=[CH:9][C:8](/[C:12](/[F:27])=[CH:13]/[C:14]2[CH:19]=[CH:18][C:17]([C:20]([CH3:26])([CH3:25])[C:21]([F:24])([F:23])[F:22])=[CH:16][CH:15]=2)=[N:7]1.Cl.[OH:32][CH:33]1[CH2:36][NH:35][CH2:34]1, predict the reaction product. The product is: [F:27]/[C:12](/[C:8]1[CH:9]=[C:10]([CH3:11])[N:6]([CH2:5][C:4]2[CH:3]=[C:2]([N:35]3[CH2:36][CH:33]([OH:32])[CH2:34]3)[CH:30]=[CH:29][CH:28]=2)[N:7]=1)=[CH:13]\[C:14]1[CH:19]=[CH:18][C:17]([C:20]([CH3:26])([CH3:25])[C:21]([F:24])([F:23])[F:22])=[CH:16][CH:15]=1. (3) Given the reactants N#N.[Cl-].[Cl-].[Mg+2].[O:6]1[CH:8]([CH3:9])[CH:7]1Cl.P(OCCCC)(OCCCC)(O[CH2:14][CH2:15][CH2:16]C)=O.[CH2:28](O)[CH3:29], predict the reaction product. The product is: [CH2:28]([CH:8]([CH2:9][CH2:14][CH2:15][CH3:16])[CH2:7][OH:6])[CH3:29].